Dataset: Catalyst prediction with 721,799 reactions and 888 catalyst types from USPTO. Task: Predict which catalyst facilitates the given reaction. (1) Reactant: [CH:1]1([C:7]2[N:8]([C:13]3[CH:18]=[C:17]([N:19]4[CH:23]=[C:22]([CH3:24])[N:21]=[C:20]4[CH:25]4[CH2:30][CH2:29][CH2:28][CH2:27][CH2:26]4)[CH:16]=[CH:15][C:14]=3[N+:31]([O-])=O)[CH:9]=[C:10]([CH3:12])[N:11]=2)[CH2:6][CH2:5][CH2:4][CH2:3][CH2:2]1.CO.O.NN. Product: [NH2:31][C:14]1[CH:15]=[CH:16][C:17]([N:19]2[CH:23]=[C:22]([CH3:24])[N:21]=[C:20]2[CH:25]2[CH2:26][CH2:27][CH2:28][CH2:29][CH2:30]2)=[CH:18][C:13]=1[N:8]1[CH:9]=[C:10]([CH3:12])[N:11]=[C:7]1[CH:1]1[CH2:2][CH2:3][CH2:4][CH2:5][CH2:6]1. The catalyst class is: 769. (2) Reactant: [C:1]1([C:7]2[O:11][C:10]([C@H:12]3[CH2:17][CH2:16][C@H:15]([C:18](=[O:40])[NH:19][CH2:20][CH2:21][NH:22][C:23]([C:25]4[C:26]([C:36]([F:39])([F:38])[F:37])=[N:27][N:28]([C:30]5[CH:35]=[CH:34][CH:33]=[CH:32][CH:31]=5)[CH:29]=4)=[O:24])[CH2:14][CH2:13]3)=[N:9][C:8]=2[C:41]([O:43]C)=[O:42])[CH:6]=[CH:5][CH:4]=[CH:3][CH:2]=1.C([O-])([O-])=O.[K+].[K+]. Product: [C:1]1([C:7]2[O:11][C:10]([C@H:12]3[CH2:13][CH2:14][C@H:15]([C:18](=[O:40])[NH:19][CH2:20][CH2:21][NH:22][C:23]([C:25]4[C:26]([C:36]([F:39])([F:37])[F:38])=[N:27][N:28]([C:30]5[CH:31]=[CH:32][CH:33]=[CH:34][CH:35]=5)[CH:29]=4)=[O:24])[CH2:16][CH2:17]3)=[N:9][C:8]=2[C:41]([OH:43])=[O:42])[CH:2]=[CH:3][CH:4]=[CH:5][CH:6]=1. The catalyst class is: 24.